This data is from NCI-60 drug combinations with 297,098 pairs across 59 cell lines. The task is: Regression. Given two drug SMILES strings and cell line genomic features, predict the synergy score measuring deviation from expected non-interaction effect. (1) Drug 1: C1CCC(CC1)NC(=O)N(CCCl)N=O. Drug 2: CC1CCC2CC(C(=CC=CC=CC(CC(C(=O)C(C(C(=CC(C(=O)CC(OC(=O)C3CCCCN3C(=O)C(=O)C1(O2)O)C(C)CC4CCC(C(C4)OC)O)C)C)O)OC)C)C)C)OC. Cell line: UACC62. Synergy scores: CSS=30.3, Synergy_ZIP=-13.4, Synergy_Bliss=-8.32, Synergy_Loewe=-4.93, Synergy_HSA=-4.15. (2) Drug 1: CC(C1=C(C=CC(=C1Cl)F)Cl)OC2=C(N=CC(=C2)C3=CN(N=C3)C4CCNCC4)N. Drug 2: CC1C(C(=O)NC(C(=O)N2CCCC2C(=O)N(CC(=O)N(C(C(=O)O1)C(C)C)C)C)C(C)C)NC(=O)C3=C4C(=C(C=C3)C)OC5=C(C(=O)C(=C(C5=N4)C(=O)NC6C(OC(=O)C(N(C(=O)CN(C(=O)C7CCCN7C(=O)C(NC6=O)C(C)C)C)C)C(C)C)C)N)C. Cell line: SF-295. Synergy scores: CSS=27.6, Synergy_ZIP=7.89, Synergy_Bliss=12.3, Synergy_Loewe=13.0, Synergy_HSA=13.4. (3) Drug 1: CC1=C2C(C(=O)C3(C(CC4C(C3C(C(C2(C)C)(CC1OC(=O)C(C(C5=CC=CC=C5)NC(=O)OC(C)(C)C)O)O)OC(=O)C6=CC=CC=C6)(CO4)OC(=O)C)OC)C)OC. Drug 2: C1CN(P(=O)(OC1)NCCCl)CCCl. Cell line: CAKI-1. Synergy scores: CSS=39.6, Synergy_ZIP=2.88, Synergy_Bliss=2.75, Synergy_Loewe=-24.4, Synergy_HSA=2.57. (4) Cell line: UACC62. Drug 1: C1=NC2=C(N=C(N=C2N1C3C(C(C(O3)CO)O)O)F)N. Synergy scores: CSS=20.7, Synergy_ZIP=-6.07, Synergy_Bliss=-13.7, Synergy_Loewe=-65.5, Synergy_HSA=-13.6. Drug 2: B(C(CC(C)C)NC(=O)C(CC1=CC=CC=C1)NC(=O)C2=NC=CN=C2)(O)O.